Regression. Given a peptide amino acid sequence and an MHC pseudo amino acid sequence, predict their binding affinity value. This is MHC class II binding data. From a dataset of Peptide-MHC class II binding affinity with 134,281 pairs from IEDB. The peptide sequence is SGDVIVKAIGALEDI. The MHC is DRB1_0701 with pseudo-sequence DRB1_0701. The binding affinity (normalized) is 0.859.